Dataset: Reaction yield outcomes from USPTO patents with 853,638 reactions. Task: Predict the reaction yield, written as a fraction of the theoretical maximum amount of product (1.0 means a 100% yield; for example, 0.34 means a 34% yield). The reactants are [CH3:1][C:2]([C:6]1[CH:7]=[C:8]([C:16]2[CH:21]=[CH:20][CH:19]=[C:18]([CH2:22][CH:23]3[S:27][C:26]([N:28]4[CH2:33][CH2:32][O:31][CH2:30][CH2:29]4)=[N:25][C:24]3=[O:34])[CH:17]=2)[CH:9]=[C:10]([N+:13]([O-])=O)[C:11]=1[OH:12])([CH3:5])[CH2:3][CH3:4].P([O-])([O-])O.[Na+].[Na+]. The catalyst is CN(C=O)C.[Pd]. The product is [NH2:13][C:10]1[C:11]([OH:12])=[C:6]([C:2]([CH3:5])([CH3:1])[CH2:3][CH3:4])[CH:7]=[C:8]([C:16]2[CH:21]=[CH:20][CH:19]=[C:18]([CH2:22][CH:23]3[S:27][C:26]([N:28]4[CH2:29][CH2:30][O:31][CH2:32][CH2:33]4)=[N:25][C:24]3=[O:34])[CH:17]=2)[CH:9]=1. The yield is 0.540.